This data is from Reaction yield outcomes from USPTO patents with 853,638 reactions. The task is: Predict the reaction yield, written as a fraction of the theoretical maximum amount of product (1.0 means a 100% yield; for example, 0.34 means a 34% yield). (1) The reactants are [N:1]1[CH:6]=[CH:5][C:4]2[C:7]([O:9][C:10](=[O:11])[C:3]=2[CH:2]=1)=[O:8].[CH3:12][O-:13].[Na+]. The catalyst is C1COCC1.CO. The product is [CH3:12][O:13][C:7]([C:4]1[CH:5]=[CH:6][N:1]=[CH:2][C:3]=1[C:10]([OH:11])=[O:9])=[O:8]. The yield is 0.450. (2) The reactants are [CH3:1][O:2][C:3]([NH:5][C@@H:6]([C@@H:10]([CH3:13])[CH2:11][CH3:12])[C:7]([OH:9])=O)=[O:4].CN(C(ON1N=NC2C=CC=NC1=2)=[N+](C)C)C.F[P-](F)(F)(F)(F)F.CCN(C(C)C)C(C)C.Cl.[O:48]=[C:49]1[CH:60]2[C:61]3[N:53]([CH:54]=[CH:55][C:56]=3[CH2:57][CH2:58][C@@H:59]2[NH:62][C:63](=[O:66])[O:64][CH3:65])[CH2:52][C@@H:51]([C:67]2[NH:68][C:69]([C:72]3[CH:77]=[CH:76][C:75]([C:78]4[CH:87]=[N:86][C:85]5[C:80](=[CH:81][CH:82]=[C:83]([C:88]6[NH:92][C:91]([C@@H:93]7[CH2:97][CH2:96][CH2:95][NH:94]7)=[N:90][CH:89]=6)[CH:84]=5)[N:79]=4)=[CH:74][CH:73]=3)=[CH:70][N:71]=2)[CH2:50]1. The catalyst is CN(C=O)C. The product is [CH3:65][O:64][C:63](=[O:66])[NH:62][C@@H:59]1[CH:60]2[C:49](=[O:48])[CH2:50][C@H:51]([C:67]3[NH:68][C:69]([C:72]4[CH:73]=[CH:74][C:75]([C:78]5[CH:87]=[N:86][C:85]6[C:80](=[CH:81][CH:82]=[C:83]([C:88]7[NH:92][C:91]([C@@H:93]8[CH2:97][CH2:96][CH2:95][N:94]8[C:7](=[O:9])[C@@H:6]([NH:5][C:3]([O:2][CH3:1])=[O:4])[C@@H:10]([CH3:13])[CH2:11][CH3:12])=[N:90][CH:89]=7)[CH:84]=6)[N:79]=5)=[CH:76][CH:77]=4)=[CH:70][N:71]=3)[CH2:52][N:53]3[C:61]2=[C:56]([CH:55]=[CH:54]3)[CH2:57][CH2:58]1. The yield is 0.626. (3) The catalyst is Cl. The product is [Cl:8][CH2:9][C:10]([NH:13][C:14]1[CH:23]=[C:22]2[C:17]([CH:18]=[C:19]([C:25]3[CH:26]=[CH:27][CH:28]=[CH:29][CH:30]=3)[NH:20][C:21]2=[O:24])=[CH:16][CH:15]=1)=[O:11]. The yield is 0.860. The reactants are C(N(CC)CC)C.[Cl:8][CH2:9][C:10](Cl)=[O:11].[NH2:13][C:14]1[CH:23]=[C:22]2[C:17]([CH:18]=[C:19]([C:25]3[CH:30]=[CH:29][CH:28]=[CH:27][CH:26]=3)[NH:20][C:21]2=[O:24])=[CH:16][CH:15]=1.